From a dataset of TCR-epitope binding with 47,182 pairs between 192 epitopes and 23,139 TCRs. Binary Classification. Given a T-cell receptor sequence (or CDR3 region) and an epitope sequence, predict whether binding occurs between them. (1) Result: 1 (the TCR binds to the epitope). The TCR CDR3 sequence is CASSLWGAGNEQFF. The epitope is KLWAQCVQL. (2) The epitope is GLIYNRMGAVTTEV. The TCR CDR3 sequence is CASSQPQGPTDTQYF. Result: 1 (the TCR binds to the epitope). (3) The epitope is RQLLFVVEV. The TCR CDR3 sequence is CASSEGTGLPVYEQYF. Result: 1 (the TCR binds to the epitope). (4) The epitope is TPRVTGGGAM. The TCR CDR3 sequence is CASSFYPGEQYF. Result: 0 (the TCR does not bind to the epitope). (5) The epitope is LVLSVNPYV. The TCR CDR3 sequence is CASSQQGHQPQHF. Result: 1 (the TCR binds to the epitope). (6) The epitope is GLCTLVAML. The TCR CDR3 sequence is CASSLTPQTANTGELFF. Result: 0 (the TCR does not bind to the epitope). (7) The epitope is FLYNLLTRV. The TCR CDR3 sequence is CASRYRAAPNQPQHF. Result: 1 (the TCR binds to the epitope). (8) The epitope is RLDKVEAEV. The TCR CDR3 sequence is CASSFHTNYGYTF. Result: 0 (the TCR does not bind to the epitope). (9) The epitope is FIAGLIAIV. The TCR CDR3 sequence is CSVEKGNAGTTYEQYF. Result: 1 (the TCR binds to the epitope). (10) The epitope is IQYIDIGNY. The TCR CDR3 sequence is CASSLIGYGVETQYF. Result: 0 (the TCR does not bind to the epitope).